Dataset: NCI-60 drug combinations with 297,098 pairs across 59 cell lines. Task: Regression. Given two drug SMILES strings and cell line genomic features, predict the synergy score measuring deviation from expected non-interaction effect. Drug 1: CN1CCC(CC1)COC2=C(C=C3C(=C2)N=CN=C3NC4=C(C=C(C=C4)Br)F)OC. Drug 2: CC1CCC2CC(C(=CC=CC=CC(CC(C(=O)C(C(C(=CC(C(=O)CC(OC(=O)C3CCCCN3C(=O)C(=O)C1(O2)O)C(C)CC4CCC(C(C4)OC)OCCO)C)C)O)OC)C)C)C)OC. Cell line: SF-295. Synergy scores: CSS=29.9, Synergy_ZIP=-1.93, Synergy_Bliss=-3.75, Synergy_Loewe=-17.8, Synergy_HSA=-3.02.